Dataset: TCR-epitope binding with 47,182 pairs between 192 epitopes and 23,139 TCRs. Task: Binary Classification. Given a T-cell receptor sequence (or CDR3 region) and an epitope sequence, predict whether binding occurs between them. (1) The epitope is HPKVSSEVHI. The TCR CDR3 sequence is CATSDLPGTSVNNEQFF. Result: 0 (the TCR does not bind to the epitope). (2) The epitope is KTWGQYWQV. The TCR CDR3 sequence is CAWSETGLGTGELFF. Result: 0 (the TCR does not bind to the epitope).